This data is from Forward reaction prediction with 1.9M reactions from USPTO patents (1976-2016). The task is: Predict the product of the given reaction. (1) Given the reactants COC1C=CC(C([NH:24][C:25]2[N:30]([CH3:31])[C:29](=[O:32])[C:28]([CH3:34])([CH3:33])[C@:27]([C:36]3[CH:41]=[C:40](Br)[CH:39]=[CH:38][C:37]=3[F:43])([CH3:35])[N:26]=2)(C2C=CC(OC)=CC=2)C2C=CC=CC=2)=CC=1.[CH3:44][C:45]1[N:50]=[CH:49][C:48]([NH2:51])=[CH:47][CH:46]=1, predict the reaction product. The product is: [NH2:24][C:25]1[N:30]([CH3:31])[C:29](=[O:32])[C:28]([CH3:34])([CH3:33])[C@:27]([C:36]2[CH:41]=[C:40]([NH:51][C:48]3[CH:49]=[N:50][C:45]([CH3:44])=[CH:46][CH:47]=3)[CH:39]=[CH:38][C:37]=2[F:43])([CH3:35])[N:26]=1. (2) Given the reactants C([O:4][C@@H:5]1[C@H:9]([O:10]C(=O)C)[CH:8]([CH2:14][O:15][P:16]([O:22][CH2:23][CH:24]=[CH2:25])([O:18][CH2:19][CH:20]=[CH2:21])=[O:17])[O:7][C@H:6]1[N:26]1[CH:31]=[C:30]([F:32])[N:29]=[C:28]([C:33]([NH2:35])=[O:34])[C:27]1=[O:36])(=O)C.C[O-].[Na+].C(O)(=O)C, predict the reaction product. The product is: [P:16]([O:22][CH2:23][CH:24]=[CH2:25])([O:18][CH2:19][CH:20]=[CH2:21])([O:15][CH2:14][C@@H:8]1[C@@H:9]([OH:10])[C@@H:5]([OH:4])[C@H:6]([N:26]2[CH:31]=[C:30]([F:32])[N:29]=[C:28]([C:33]([NH2:35])=[O:34])[C:27]2=[O:36])[O:7]1)=[O:17]. (3) Given the reactants [F:1][C:2]([F:12])([F:11])[O:3][C:4]1[CH:5]=[C:6]([CH:8]=[CH:9][CH:10]=1)[NH2:7].[Br:13]N1C(=O)CCC1=O, predict the reaction product. The product is: [Br:13][C:10]1[CH:9]=[CH:8][C:6]([NH2:7])=[CH:5][C:4]=1[O:3][C:2]([F:11])([F:12])[F:1].[Br:13][C:8]1[CH:9]=[CH:10][C:4]([O:3][C:2]([F:11])([F:12])[F:1])=[CH:5][C:6]=1[NH2:7].